This data is from Full USPTO retrosynthesis dataset with 1.9M reactions from patents (1976-2016). The task is: Predict the reactants needed to synthesize the given product. (1) Given the product [CH3:14][O:23][C:45]1[CH:44]=[C:43]2[C:48](=[CH:47][CH:46]=1)[N:40]([CH3:39])[CH:41]=[C:42]2[C:50]1[C:51](=[O:68])[NH:52][C:53](=[O:67])[C:54]=1[C:55]1[CH:60]=[CH:59][CH:58]=[C:57]([NH:61][CH2:62][CH:63]([OH:66])[CH2:64][OH:65])[CH:56]=1, predict the reactants needed to synthesize it. The reactants are: CN1C2C(=CC=CC=2)C(C2C(=O)N[C:14](=[O:23])C=2C2C=CC=C(N)C=2)=C1.O(C1C=C2C(=CC=1)NC(C(O)=O)=C2)C.[CH3:39][N:40]1[C:48]2[C:43](=[CH:44][C:45](C)=[CH:46][CH:47]=2)[C:42]([C:50]2[C:51](=[O:68])[NH:52][C:53](=[O:67])[C:54]=2[C:55]2[CH:60]=[CH:59][CH:58]=[C:57]([NH:61][CH2:62][CH:63]([OH:66])[CH2:64][OH:65])[CH:56]=2)=[CH:41]1. (2) Given the product [F:19][C:20]([F:26])([F:25])[S:21]([O:1][C:2]1[CH:11]=[C:10]2[C:5]([CH2:6][CH2:7][C:8](=[O:12])[NH:9]2)=[CH:4][CH:3]=1)(=[O:23])=[O:22], predict the reactants needed to synthesize it. The reactants are: [OH:1][C:2]1[CH:11]=[C:10]2[C:5]([CH2:6][CH2:7][C:8](=[O:12])[NH:9]2)=[CH:4][CH:3]=1.C(=O)([O-])[O-].[K+].[K+].[F:19][C:20]([F:26])([F:25])[S:21](Cl)(=[O:23])=[O:22].C(OCC)(=O)C. (3) Given the product [F:15][C:16]1[CH:17]=[CH:18][C:19]([C@@H:22]([OH:26])[CH2:23][N:24]([CH3:25])[S:11]([C:10]2[C:6]3[CH2:5][CH2:4][CH2:3][C:2](=[O:1])[C:7]=3[S:8][CH:9]=2)(=[O:13])=[O:12])=[CH:20][CH:21]=1, predict the reactants needed to synthesize it. The reactants are: [O:1]=[C:2]1[C:7]2[S:8][CH:9]=[C:10]([S:11](Cl)(=[O:13])=[O:12])[C:6]=2[CH2:5][CH2:4][CH2:3]1.[F:15][C:16]1[CH:21]=[CH:20][C:19]([C@@H:22]([OH:26])[CH2:23][NH:24][CH3:25])=[CH:18][CH:17]=1. (4) Given the product [CH2:9]([O:12][C:13](=[O:32])[NH:14][C:15]1[CH:20]=[CH:19][CH:18]=[C:17]([C:21]2[N:44]=[C:42]([C:41]([NH:37][C:38]([O:39][C:5]([CH3:4])([CH3:6])[CH3:48])=[O:40])([CH3:45])[CH3:46])[S:43][C:22]=2[C:23]2[CH:28]=[CH:27][N:26]=[C:25]([Cl:29])[N:24]=2)[C:16]=1[F:31])[CH:10]=[CH2:11], predict the reactants needed to synthesize it. The reactants are: BrN1[C:6](=O)[CH2:5][CH2:4]C1=O.[CH2:9]([O:12][C:13](=[O:32])[NH:14][C:15]1[CH:20]=[CH:19][CH:18]=[C:17]([C:21](=O)[CH2:22][C:23]2[CH:28]=[CH:27][N:26]=[C:25]([Cl:29])[N:24]=2)[C:16]=1[F:31])[CH:10]=[CH2:11].CC([N:37]([C:41]([CH3:46])([CH3:45])[C:42]([NH2:44])=[S:43])[C:38](=[O:40])[O-:39])(C)C.Cl[CH2:48]Cl. (5) Given the product [CH:1]1([O:7][CH2:8][CH2:9][CH2:10][CH2:11][O:12][C:13]2[CH:18]=[CH:17][C:16]([CH2:19][CH2:20][CH2:21][O:22][C:23]3[CH:28]=[CH:27][C:26]([C:29]([O:31][CH2:32][CH3:33])=[O:30])=[CH:25][C:24]=3[CH2:34][C:35]([N:38]3[CH2:43][CH2:42][CH2:41][CH:40]([C:44]([O:46][CH2:47][CH3:48])=[O:45])[CH2:39]3)=[O:36])=[CH:15][CH:14]=2)[CH2:2][CH2:3][CH2:4][CH2:5][CH2:6]1, predict the reactants needed to synthesize it. The reactants are: [CH:1]1([O:7][CH2:8][CH2:9][CH2:10][CH2:11][O:12][C:13]2[CH:18]=[CH:17][C:16]([CH2:19][CH2:20][CH2:21][O:22][C:23]3[CH:28]=[CH:27][C:26]([C:29]([O:31][CH2:32][CH3:33])=[O:30])=[CH:25][C:24]=3[CH2:34][C:35](O)=[O:36])=[CH:15][CH:14]=2)[CH2:6][CH2:5][CH2:4][CH2:3][CH2:2]1.[NH:38]1[CH2:43][CH2:42][CH2:41][CH:40]([C:44]([O:46][CH2:47][CH3:48])=[O:45])[CH2:39]1.O.ON1C2C=CC=CC=2N=N1.Cl.CN(C)CCCN=C=NCC.C(N(CC)CC)C.